Task: Predict the product of the given reaction.. Dataset: Forward reaction prediction with 1.9M reactions from USPTO patents (1976-2016) (1) Given the reactants [C:1]([C:3]([C:6]1[CH:7]=[C:8]([CH:12]=[CH:13][CH:14]=1)[C:9]([OH:11])=O)([CH3:5])[CH3:4])#[N:2].C(Cl)(=O)C(Cl)=O.[NH2:21][C:22]1[CH:23]=[C:24]([OH:28])[CH:25]=[CH:26][CH:27]=1.C(=O)([O-])O.[Na+], predict the reaction product. The product is: [C:1]([C:3]([C:6]1[CH:7]=[C:8]([CH:12]=[CH:13][CH:14]=1)[C:9]([NH:21][C:22]1[CH:27]=[CH:26][CH:25]=[C:24]([OH:28])[CH:23]=1)=[O:11])([CH3:4])[CH3:5])#[N:2]. (2) Given the reactants [N+:1]([C:4]1[CH:12]=[CH:11][CH:10]=[C:9]2[C:5]=1[CH2:6][N:7]([CH:14]1[CH2:19][CH2:18][C:17](=[O:20])[NH:16][C:15]1=[O:21])[C:8]2=[O:13])([O-])=O.[H][H], predict the reaction product. The product is: [CH:11]1[CH:10]=[C:9]2[C:8](=[O:13])[N:7]([CH:14]3[C:15](=[O:21])[NH:16][C:17](=[O:20])[CH2:18][CH2:19]3)[CH2:6][C:5]2=[C:4]([NH2:1])[CH:12]=1. (3) Given the reactants [OH-].[Li+].[Cl:3][C:4]1[CH:5]=[N:6][C:7]([NH:14][CH:15]2[CH2:18][C:17]([F:20])([F:19])[CH2:16]2)=[C:8]([CH:13]=1)[C:9]([O:11]C)=[O:10], predict the reaction product. The product is: [Cl:3][C:4]1[CH:5]=[N:6][C:7]([NH:14][CH:15]2[CH2:16][C:17]([F:20])([F:19])[CH2:18]2)=[C:8]([CH:13]=1)[C:9]([OH:11])=[O:10].